This data is from Forward reaction prediction with 1.9M reactions from USPTO patents (1976-2016). The task is: Predict the product of the given reaction. (1) Given the reactants [Cl:1][C:2]1[CH:10]=[C:9]2[C:5]([CH:6]=[C:7]([C:11]3[N:15]4[N:16]=[C:17]([CH3:25])[CH:18]=[C:19]([CH:20]([CH2:23][CH3:24])[CH2:21][CH3:22])[C:14]4=[N:13][C:12]=3[CH3:26])[NH:8]2)=[CH:4][CH:3]=1.[CH3:27]N(C=O)C.[H-].[Na+].CI, predict the reaction product. The product is: [Cl:1][C:2]1[CH:10]=[C:9]2[C:5]([CH:6]=[C:7]([C:11]3[N:15]4[N:16]=[C:17]([CH3:25])[CH:18]=[C:19]([CH:20]([CH2:21][CH3:22])[CH2:23][CH3:24])[C:14]4=[N:13][C:12]=3[CH3:26])[N:8]2[CH3:27])=[CH:4][CH:3]=1. (2) Given the reactants [CH2:1]([O:3][C:4](=[O:17])[CH2:5][S:6]([CH2:9][CH2:10][C:11]1([CH3:16])[O:15][CH2:14][CH2:13][O:12]1)(=[O:8])=[O:7])[CH3:2].[F:18][C:19]([S:22][CH2:23][CH2:24]OS(C(F)(F)F)(=O)=O)([F:21])[F:20], predict the reaction product. The product is: [CH2:1]([O:3][C:4](=[O:17])[CH:5]([S:6]([CH2:9][CH2:10][C:11]1([CH3:16])[O:15][CH2:14][CH2:13][O:12]1)(=[O:7])=[O:8])[CH2:24][CH2:23][S:22][C:19]([F:21])([F:20])[F:18])[CH3:2].